This data is from Peptide-MHC class I binding affinity with 185,985 pairs from IEDB/IMGT. The task is: Regression. Given a peptide amino acid sequence and an MHC pseudo amino acid sequence, predict their binding affinity value. This is MHC class I binding data. (1) The peptide sequence is IMRVMANNVK. The MHC is HLA-A03:01 with pseudo-sequence HLA-A03:01. The binding affinity (normalized) is 0.124. (2) The peptide sequence is KTKDLQKVCY. The MHC is Mamu-A01 with pseudo-sequence Mamu-A01. The binding affinity (normalized) is 0.